This data is from Reaction yield outcomes from USPTO patents with 853,638 reactions. The task is: Predict the reaction yield, written as a fraction of the theoretical maximum amount of product (1.0 means a 100% yield; for example, 0.34 means a 34% yield). (1) The reactants are FC(F)(F)C(O)=O.[Cl:8][C:9]1[CH:14]=[CH:13][C:12]([C:15]2([C:36]#[N:37])[CH:19]([CH2:20][C:21]([CH3:24])([CH3:23])[CH3:22])[NH:18][CH:17]([C:25]([OH:27])=O)[CH:16]2[C:28]2[CH:33]=[CH:32][C:31]([Cl:34])=[C:30]([Cl:35])[CH:29]=2)=[C:11]([F:38])[CH:10]=1.CC1(C)[O:44][C@@H:43]([CH2:45][CH2:46][NH2:47])[CH2:42][O:41]1.CN(C(ON1N=NC2C=CC=NC1=2)=[N+](C)C)C.F[P-](F)(F)(F)(F)F.CCN(C(C)C)C(C)C.Cl. The catalyst is C(Cl)Cl.O1CCCC1. The product is [OH:44][C@H:43]([CH2:42][OH:41])[CH2:45][CH2:46][NH:47][C:25]([CH:17]1[CH:16]([C:28]2[CH:33]=[CH:32][C:31]([Cl:34])=[C:30]([Cl:35])[CH:29]=2)[C:15]([C:12]2[CH:13]=[CH:14][C:9]([Cl:8])=[CH:10][C:11]=2[F:38])([C:36]#[N:37])[CH:19]([CH2:20][C:21]([CH3:24])([CH3:23])[CH3:22])[NH:18]1)=[O:27]. The yield is 0.590. (2) The reactants are C([O:8][C:9]1[C:10]([NH2:21])=[N:11][CH:12]=[C:13]([C:15]2[CH:20]=[CH:19][CH:18]=[CH:17][CH:16]=2)[CH:14]=1)C1C=CC=CC=1. The catalyst is CO.[OH-].[OH-].[Pd+2]. The product is [NH2:21][C:10]1[C:9]([OH:8])=[CH:14][C:13]([C:15]2[CH:20]=[CH:19][CH:18]=[CH:17][CH:16]=2)=[CH:12][N:11]=1. The yield is 0.930. (3) The reactants are [C:1]([O:5][C:6]([NH:8][NH:9][C:10]([C:12]1([C:15]2[CH:20]=[CH:19][C:18](B3OC(C)(C)C(C)(C)O3)=[CH:17][CH:16]=2)[CH2:14][CH2:13]1)=[O:11])=[O:7])([CH3:4])([CH3:3])[CH3:2].Cl[C:31]1[CH:36]=[CH:35][C:34]([C:37]#[N:38])=[CH:33][N:32]=1.C(=O)([O-])[O-].[K+].[K+]. The catalyst is COCCOC.O.C1C=CC([P]([Pd]([P](C2C=CC=CC=2)(C2C=CC=CC=2)C2C=CC=CC=2)([P](C2C=CC=CC=2)(C2C=CC=CC=2)C2C=CC=CC=2)[P](C2C=CC=CC=2)(C2C=CC=CC=2)C2C=CC=CC=2)(C2C=CC=CC=2)C2C=CC=CC=2)=CC=1. The product is [C:37]([C:34]1[CH:35]=[CH:36][C:31]([C:18]2[CH:19]=[CH:20][C:15]([C:12]3([C:10]([NH:9][NH:8][C:6]([O:5][C:1]([CH3:4])([CH3:2])[CH3:3])=[O:7])=[O:11])[CH2:14][CH2:13]3)=[CH:16][CH:17]=2)=[N:32][CH:33]=1)#[N:38]. The yield is 0.260. (4) The reactants are Br[C:2]1[C:3]([NH2:9])=[N:4][CH:5]=[C:6]([Br:8])[N:7]=1.[NH:10]1[C:18]2[C:13](=[CH:14][C:15]([NH2:19])=[CH:16][CH:17]=2)[CH:12]=[CH:11]1.C(N(C(C)C)CC)(C)C. The catalyst is CCO. The product is [Br:8][C:6]1[N:7]=[C:2]([NH:19][C:15]2[CH:14]=[C:13]3[C:18](=[CH:17][CH:16]=2)[NH:10][CH:11]=[CH:12]3)[C:3]([NH2:9])=[N:4][CH:5]=1. The yield is 0.420. (5) The reactants are [CH2:1]([O:8][C:9]([NH:11][CH:12]1[CH2:31][C:15]2([CH2:18][N:17]([C:19]3[CH:24]=[CH:23][CH:22]=[CH:21][C:20]=3/[CH:25]=[CH:26]/[C:27](OC)=[O:28])[CH2:16]2)[S:14](=[O:33])(=[O:32])[CH2:13]1)=[O:10])[C:2]1[CH:7]=[CH:6][CH:5]=[CH:4][CH:3]=1.[NH2:34][OH:35].[OH-].[Na+].Cl. The catalyst is CO.C1COCC1. The product is [OH:35][NH:34][C:27](=[O:28])/[CH:26]=[CH:25]/[C:20]1[CH:21]=[CH:22][CH:23]=[CH:24][C:19]=1[N:17]1[CH2:16][C:15]2([CH2:31][CH:12]([NH:11][C:9](=[O:10])[O:8][CH2:1][C:2]3[CH:3]=[CH:4][CH:5]=[CH:6][CH:7]=3)[CH2:13][S:14]2(=[O:32])=[O:33])[CH2:18]1. The yield is 0.260. (6) The reactants are [O:1]1[CH:5]=[CH:4][C:3](B(O)O)=[CH:2]1.[NH2:9][C:10]1[CH:17]=[CH:16][CH:15]=[C:14](Br)[C:11]=1[C:12]#[N:13]. No catalyst specified. The product is [NH2:9][C:10]1[CH:17]=[CH:16][CH:15]=[C:14]([C:3]2[CH:4]=[CH:5][O:1][CH:2]=2)[C:11]=1[C:12]#[N:13]. The yield is 0.740. (7) The reactants are [Cl:1][C:2]1[CH:7]=[CH:6][CH:5]=[CH:4][C:3]=1[CH2:8][C:9]([OH:11])=[O:10].[N+:12]([O-])([OH:14])=[O:13]. The catalyst is OS(O)(=O)=O. The product is [Cl:1][C:2]1[CH:7]=[CH:6][C:5]([N+:12]([O-:14])=[O:13])=[CH:4][C:3]=1[CH2:8][C:9]([OH:11])=[O:10]. The yield is 0.790.